From a dataset of Full USPTO retrosynthesis dataset with 1.9M reactions from patents (1976-2016). Predict the reactants needed to synthesize the given product. (1) Given the product [CH2:21]([N:23]1[CH2:28][CH2:27][CH:26]([NH:29][C:6](=[O:7])[C:5]2[CH:15]=[CH:16][C:17]([N+:18]([O-:20])=[O:19])=[C:3]([O:2][CH3:1])[CH:4]=2)[CH2:25][CH2:24]1)[CH3:22], predict the reactants needed to synthesize it. The reactants are: [CH3:1][O:2][C:3]1[CH:4]=[C:5]([CH:15]=[CH:16][C:17]=1[N+:18]([O-:20])=[O:19])[C:6](N[C@@H]1CCN(C)C1)=[O:7].[CH2:21]([N:23]1[CH2:28][CH2:27][CH:26]([NH2:29])[CH2:25][CH2:24]1)[CH3:22]. (2) Given the product [CH:17]1([O:16][C:10]2[CH:9]=[C:8]3[C:13]([C:14]([OH:15])=[C:5]([C:3]([NH:24][C@@H:25]([CH3:26])[C:27]([OH:29])=[O:28])=[O:4])[C:6](=[O:23])[O:7]3)=[CH:12][CH:11]=2)[CH2:22][CH2:21][CH2:20][CH2:19][CH2:18]1, predict the reactants needed to synthesize it. The reactants are: CO[C:3]([C:5]1[C:6](=[O:23])[O:7][C:8]2[C:13]([C:14]=1[OH:15])=[CH:12][CH:11]=[C:10]([O:16][CH:17]1[CH2:22][CH2:21][CH2:20][CH2:19][CH2:18]1)[CH:9]=2)=[O:4].[NH2:24][C@H:25]([C:27]([OH:29])=[O:28])[CH3:26].C[O-].[Na+]. (3) Given the product [Cl:1][C:2]1[N:3]=[CH:4][C:5]([C:6]([NH:16][C:15]2[CH:17]=[C:18]([F:19])[C:12]([F:11])=[CH:13][C:14]=2[N+:20]([O-:22])=[O:21])=[O:7])=[CH:9][CH:10]=1, predict the reactants needed to synthesize it. The reactants are: [Cl:1][C:2]1[CH:10]=[CH:9][C:5]([C:6](Cl)=[O:7])=[CH:4][N:3]=1.[F:11][C:12]1[C:18]([F:19])=[CH:17][C:15]([NH2:16])=[C:14]([N+:20]([O-:22])=[O:21])[CH:13]=1.